Dataset: Forward reaction prediction with 1.9M reactions from USPTO patents (1976-2016). Task: Predict the product of the given reaction. (1) Given the reactants [O:1]=[S:2]1(=[O:40])[CH2:7][CH2:6][N:5]([CH2:8][C:9]2[CH:14]=[CH:13][C:12]([NH:15][C:16](=[O:39])[C:17]3[CH:22]=[CH:21][C:20]([C:23]4[CH:28]=[CH:27][C:26]([C:29]5[NH:33][C:32]([C@@H:34]6[CH2:38][CH2:37][CH2:36][NH:35]6)=[N:31][CH:30]=5)=[CH:25][CH:24]=4)=[CH:19][CH:18]=3)=[CH:11][CH:10]=2)[CH2:4][CH2:3]1.[CH3:41][O:42][C:43]([NH:45][C@@H:46]([CH:50]([CH3:52])[CH3:51])[C:47](O)=[O:48])=[O:44].CN(C(ON1N=NC2C=CC=CC1=2)=[N+](C)C)C.F[P-](F)(F)(F)(F)F.CN1CCOCC1, predict the reaction product. The product is: [O:40]=[S:2]1(=[O:1])[CH2:7][CH2:6][N:5]([CH2:8][C:9]2[CH:10]=[CH:11][C:12]([NH:15][C:16]([C:17]3[CH:18]=[CH:19][C:20]([C:23]4[CH:24]=[CH:25][C:26]([C:29]5[NH:33][C:32]([C@@H:34]6[CH2:38][CH2:37][CH2:36][N:35]6[C:47]([C@@H:46]([NH:45][C:43](=[O:44])[O:42][CH3:41])[CH:50]([CH3:52])[CH3:51])=[O:48])=[N:31][CH:30]=5)=[CH:27][CH:28]=4)=[CH:21][CH:22]=3)=[O:39])=[CH:13][CH:14]=2)[CH2:4][CH2:3]1. (2) Given the reactants [C:1]1([C@H:7]2[C@@H:11]([C:12]3[CH:17]=[CH:16][CH:15]=[CH:14][CH:13]=3)[NH:10][C:9](=[S:18])[NH:8]2)[CH:6]=[CH:5][CH:4]=[CH:3][CH:2]=1.[F:19][C:20]([F:31])([F:30])[O:21][C:22]1[CH:29]=[CH:28][CH:27]=[CH:26][C:23]=1[CH2:24][Cl:25], predict the reaction product. The product is: [ClH:25].[F:19][C:20]([F:30])([F:31])[O:21][C:22]1[CH:29]=[CH:28][CH:27]=[CH:26][C:23]=1[CH2:24][S:18][C:9]1[NH:8][C@H:7]([C:1]2[CH:2]=[CH:3][CH:4]=[CH:5][CH:6]=2)[C@H:11]([C:12]2[CH:13]=[CH:14][CH:15]=[CH:16][CH:17]=2)[N:10]=1.